Dataset: Catalyst prediction with 721,799 reactions and 888 catalyst types from USPTO. Task: Predict which catalyst facilitates the given reaction. Reactant: C([Si](CC)(CC)[O:4][C:5]([CH:7]=[C:8]([CH3:10])[CH3:9])=[CH2:6])C.[N+:15]([C:18]1[CH:25]=[N:24][CH:23]=[CH:22][C:19]=1[CH:20]=[O:21])([O-:17])=[O:16].CC(C)(C)/C(/O)=C/C(C(C(C(F)(F)F)(F)F)(F)F)=O.CC(C)(C)/C(/O)=C/C(C(C(C(F)(F)F)(F)F)(F)F)=O.CC(C)(C)/C(/O)=C/C(C(C(C(F)(F)F)(F)F)(F)F)=O.[Eu]. Product: [OH:21][CH:20]([C:19]1[CH:22]=[CH:23][N:24]=[CH:25][C:18]=1[N+:15]([O-:17])=[O:16])[CH2:4][C:5](=[O:6])[CH:7]=[C:8]([CH3:9])[CH3:10]. The catalyst class is: 22.